From a dataset of Full USPTO retrosynthesis dataset with 1.9M reactions from patents (1976-2016). Predict the reactants needed to synthesize the given product. (1) Given the product [NH2:13][CH2:12][C:14]1[CH:19]=[CH:18][CH:17]=[CH:16][C:15]=1[N:20]1[CH:24]=[CH:23][CH:22]=[CH:21]1, predict the reactants needed to synthesize it. The reactants are: [H-].[Al+3].[Li+].[H-].[H-].[H-].O1CCCC1.[C:12]([C:14]1[CH:19]=[CH:18][CH:17]=[CH:16][C:15]=1[N:20]1[CH:24]=[CH:23][CH:22]=[CH:21]1)#[N:13]. (2) Given the product [CH3:1][C:2]1[C:6]([S:7]([NH:10][C@@H:11]([CH2:17][CH2:18][C:19](=[O:36])[N:20]2[CH2:35][CH2:34][C:23]3([CH2:27][N:26]([C:28]4[CH:29]=[CH:30][N:31]=[CH:32][CH:33]=4)[CH2:25][CH2:24]3)[CH2:22][CH2:21]2)[C:12]([OH:14])=[O:13])(=[O:9])=[O:8])=[C:5]([CH3:37])[O:4][N:3]=1, predict the reactants needed to synthesize it. The reactants are: [CH3:1][C:2]1[C:6]([S:7]([NH:10][C@@H:11]([CH2:17][CH2:18][C:19](=[O:36])[N:20]2[CH2:35][CH2:34][C:23]3([CH2:27][N:26]([C:28]4[CH:33]=[CH:32][N:31]=[CH:30][CH:29]=4)[CH2:25][CH2:24]3)[CH2:22][CH2:21]2)[C:12]([O:14]CC)=[O:13])(=[O:9])=[O:8])=[C:5]([CH3:37])[O:4][N:3]=1.[Li+].[OH-]. (3) Given the product [Br:26][C:5]1[C:4]([CH3:18])=[N:3][N:2]([CH3:1])[C:6]=1[C:7]1[CH:17]=[CH:16][C:10]2[O:11][CH2:12][C:13](=[O:15])[NH:14][C:9]=2[CH:8]=1, predict the reactants needed to synthesize it. The reactants are: [CH3:1][N:2]1[C:6]([C:7]2[CH:17]=[CH:16][C:10]3[O:11][CH2:12][C:13](=[O:15])[NH:14][C:9]=3[CH:8]=2)=[CH:5][C:4]([CH3:18])=[N:3]1.C1C(=O)N([Br:26])C(=O)C1. (4) Given the product [Cl:1][C:2]1[CH:3]=[C:4]([N:8]([CH2:9][C:10]2[C:19]3[C:14](=[C:15]([F:20])[CH:16]=[CH:17][CH:18]=3)[NH:13][C:12](=[O:21])[CH:11]=2)[C:26](=[O:27])[C:25]2[CH:29]=[CH:30][CH:31]=[C:23]([F:22])[CH:24]=2)[CH:5]=[CH:6][CH:7]=1, predict the reactants needed to synthesize it. The reactants are: [Cl:1][C:2]1[CH:3]=[C:4]([NH:8][CH2:9][C:10]2[C:19]3[C:14](=[C:15]([F:20])[CH:16]=[CH:17][CH:18]=3)[NH:13][C:12](=[O:21])[CH:11]=2)[CH:5]=[CH:6][CH:7]=1.[F:22][C:23]1[CH:24]=[C:25]([CH:29]=[CH:30][CH:31]=1)[C:26](Cl)=[O:27]. (5) Given the product [Cl:13][C:10]1[CH:11]=[CH:12][C:7]2[N:8]([C:14]([CH3:15])=[C:5]([C:3]([OH:4])=[O:2])[N:6]=2)[N:9]=1, predict the reactants needed to synthesize it. The reactants are: C[O:2][C:3]([C:5]1[N:6]=[C:7]2[CH:12]=[CH:11][C:10]([Cl:13])=[N:9][N:8]2[C:14]=1[CH3:15])=[O:4].O.[OH-].[Li+]. (6) Given the product [CH3:12][C:7]1([CH:5]([CH3:6])[C:4]([OH:13])=[O:3])[O:11][CH2:10][CH2:9][O:8]1, predict the reactants needed to synthesize it. The reactants are: C([O:3][C:4](=[O:13])[CH:5]([C:7]1([CH3:12])[O:11][CH2:10][CH2:9][O:8]1)[CH3:6])C.[OH-].[K+]. (7) The reactants are: [Cl:1][C:2]1[CH:3]=[C:4]([CH:7]=[CH:8][C:9]=1[CH2:10][NH:11][C:12]1[CH:17]=[CH:16][CH:15]=[CH:14][N:13]=1)[CH:5]=O.[C:18]([O-])([O-])=O.[K+].[K+]. Given the product [Cl:1][C:2]1[CH:3]=[C:4]([CH:5]=[CH2:18])[CH:7]=[CH:8][C:9]=1[CH2:10][NH:11][C:12]1[CH:17]=[CH:16][CH:15]=[CH:14][N:13]=1, predict the reactants needed to synthesize it.